Dataset: Cav3 T-type calcium channel HTS with 100,875 compounds. Task: Binary Classification. Given a drug SMILES string, predict its activity (active/inactive) in a high-throughput screening assay against a specified biological target. The molecule is OC(CN1CCN(CC1)CC(=O)Nc1c(cccc1C)C)COc1c(OC)cccc1. The result is 0 (inactive).